Predict the reaction yield, written as a fraction of the theoretical maximum amount of product (1.0 means a 100% yield; for example, 0.34 means a 34% yield). From a dataset of Reaction yield outcomes from USPTO patents with 853,638 reactions. (1) The reactants are [OH:1][C@H:2]1[CH2:7][CH2:6][C@H:5]([N:8]2[C:13](=[O:14])[C:12]([CH2:15][C:16]3[CH:21]=[CH:20][C:19]([C:22]4[C:23]([C:28]#[N:29])=[CH:24][CH:25]=[CH:26][CH:27]=4)=[CH:18][CH:17]=3)=[C:11]([CH2:30][CH2:31][CH3:32])[N:10]3[N:33]=[C:34]([CH3:36])[N:35]=[C:9]23)[CH2:4][CH2:3]1.[CH2:37]([O:39][C:40](=[O:46])[C:41](=[N+]=[N-])[CH2:42][CH3:43])[CH3:38].O. The catalyst is C1(C)C=CC=CC=1.C([O-])(=O)C.[Rh+2].C([O-])(=O)C. The product is [C:28]([C:23]1[CH:24]=[CH:25][CH:26]=[CH:27][C:22]=1[C:19]1[CH:20]=[CH:21][C:16]([CH2:15][C:12]2[C:13](=[O:14])[N:8]([C@H:5]3[CH2:6][CH2:7][C@H:2]([O:1][CH:41]([CH2:42][CH3:43])[C:40]([O:39][CH2:37][CH3:38])=[O:46])[CH2:3][CH2:4]3)[C:9]3[N:10]([N:33]=[C:34]([CH3:36])[N:35]=3)[C:11]=2[CH2:30][CH2:31][CH3:32])=[CH:17][CH:18]=1)#[N:29]. The yield is 0.730. (2) The reactants are [CH3:1][O:2][C:3]1[CH:8]=[CH:7][CH:6]=[CH:5][C:4]=1[C:9]1[N:10]=[CH:11][N:12]([CH3:16])[C:13]=1[CH2:14][OH:15]. The catalyst is O1CCOCC1.O=[Mn]=O. The product is [CH3:1][O:2][C:3]1[CH:8]=[CH:7][CH:6]=[CH:5][C:4]=1[C:9]1[N:10]=[CH:11][N:12]([CH3:16])[C:13]=1[CH:14]=[O:15]. The yield is 0.840.